From a dataset of Full USPTO retrosynthesis dataset with 1.9M reactions from patents (1976-2016). Predict the reactants needed to synthesize the given product. (1) The reactants are: C(OC(=O)[NH:7][C:8]([CH3:35])([CH3:34])[CH2:9][NH:10][CH:11]([C:15]1[N:24]([CH2:25][C:26]2[CH:31]=[CH:30][CH:29]=[CH:28][CH:27]=2)[C:23](=[O:32])[C:22]2[C:17](=[CH:18][C:19]([Cl:33])=[CH:20][CH:21]=2)[N:16]=1)[CH:12]([CH3:14])[CH3:13])(C)(C)C.FC(F)(F)C(O)=O. Given the product [NH2:7][C:8]([CH3:35])([CH3:34])[CH2:9][NH:10][CH:11]([C:15]1[N:24]([CH2:25][C:26]2[CH:27]=[CH:28][CH:29]=[CH:30][CH:31]=2)[C:23](=[O:32])[C:22]2[C:17](=[CH:18][C:19]([Cl:33])=[CH:20][CH:21]=2)[N:16]=1)[CH:12]([CH3:14])[CH3:13], predict the reactants needed to synthesize it. (2) Given the product [CH2:1]([C:3]1[CH:8]=[CH:7][CH:6]=[C:5]([CH2:9][CH3:10])[C:4]=1[C:11]1[CH:12]=[C:13]2[CH:19]=[CH:18][N:17]([CH2:23][C:24]3[CH:29]=[C:28]([CH3:30])[CH:27]=[CH:26][C:25]=3[CH3:33])[C:14]2=[CH:15][N:16]=1)[CH3:2], predict the reactants needed to synthesize it. The reactants are: [CH2:1]([C:3]1[CH:8]=[CH:7][CH:6]=[C:5]([CH2:9][CH3:10])[C:4]=1[C:11]1[CH:12]=[C:13]2[CH:19]=[CH:18][NH:17][C:14]2=[CH:15][N:16]=1)[CH3:2].[H-].[Na+].Cl[CH2:23][C:24]1[CH:29]=[C:28]([CH:30](C)C)[CH:27]=[CH:26][C:25]=1[CH3:33].O.